This data is from Catalyst prediction with 721,799 reactions and 888 catalyst types from USPTO. The task is: Predict which catalyst facilitates the given reaction. (1) Reactant: [CH3:1][CH:2]([CH3:31])[CH2:3][N:4]1[C:16]2[C:15]3[CH:14]=[CH:13][C:12]([O:17][C:18]4[CH:23]=[CH:22][CH:21]=[C:20]([N+:24]([O-])=O)[CH:19]=4)=[CH:11][C:10]=3[N:9]=[C:8]([NH2:27])[C:7]=2[N:6]=[C:5]1[CH2:28][CH2:29][CH3:30].[H][H].[CH2:34](O)[CH3:35]. Product: [CH2:34]([NH:24][C:20]1[CH:19]=[C:18]([CH:23]=[CH:22][CH:21]=1)[O:17][C:12]1[CH:13]=[CH:14][C:15]2[C:16]3[N:4]([CH2:3][CH:2]([CH3:31])[CH3:1])[C:5]([CH2:28][CH2:29][CH3:30])=[N:6][C:7]=3[C:8]([NH2:27])=[N:9][C:10]=2[CH:11]=1)[CH3:35]. The catalyst class is: 553. (2) Reactant: Br[C:2]1[CH:7]=[CH:6][C:5]([CH:8]([CH2:11][C:12]2[CH:13]=[N:14][CH:15]=[CH:16][CH:17]=2)[C:9]#[N:10])=[C:4]([CH3:18])[CH:3]=1.[CH3:19][O:20][CH2:21][CH2:22][CH2:23][C:24]1[CH:29]=[CH:28][CH:27]=[CH:26][C:25]=1B(O)O.[F-].[Cs+]. Product: [CH3:19][O:20][CH2:21][CH2:22][CH2:23][C:24]1[CH:29]=[CH:28][CH:27]=[CH:26][C:25]=1[C:2]1[CH:7]=[CH:6][C:5]([CH:8]([CH2:11][C:12]2[CH:13]=[N:14][CH:15]=[CH:16][CH:17]=2)[C:9]#[N:10])=[C:4]([CH3:18])[CH:3]=1. The catalyst class is: 149. (3) Reactant: C([O:3][C:4](=O)[CH2:5][C:6]1[C:7]([CH3:12])=[N:8][O:9][C:10]=1[CH3:11])C.O.[NH2:15][NH2:16]. Product: [CH3:12][C:7]1[C:6]([CH2:5][C:4]([NH:15][NH2:16])=[O:3])=[C:10]([CH3:11])[O:9][N:8]=1. The catalyst class is: 51.